Dataset: Peptide-MHC class II binding affinity with 134,281 pairs from IEDB. Task: Regression. Given a peptide amino acid sequence and an MHC pseudo amino acid sequence, predict their binding affinity value. This is MHC class II binding data. (1) The peptide sequence is PFVDVGVSALLLAAGCW. The MHC is DRB5_0101 with pseudo-sequence DRB5_0101. The binding affinity (normalized) is 0.0972. (2) The peptide sequence is WSIHGKGEWMTTEDM. The MHC is HLA-DQA10201-DQB10303 with pseudo-sequence HLA-DQA10201-DQB10303. The binding affinity (normalized) is 0.299. (3) The peptide sequence is LGFLQRSSNFQCQKL. The MHC is DRB1_0404 with pseudo-sequence DRB1_0404. The binding affinity (normalized) is 0.446. (4) The peptide sequence is FLQRSVSTVCSRISR. The MHC is HLA-DQA10501-DQB10402 with pseudo-sequence HLA-DQA10501-DQB10402. The binding affinity (normalized) is 0.756. (5) The peptide sequence is KVFLTQMNARGVKVK. The MHC is HLA-DPA10201-DPB10501 with pseudo-sequence HLA-DPA10201-DPB10501. The binding affinity (normalized) is 0.286.